From a dataset of Forward reaction prediction with 1.9M reactions from USPTO patents (1976-2016). Predict the product of the given reaction. (1) The product is: [ClH:1].[CH:4]1[C:3]2[C:8](=[N:9][C:10]3[C:15]([C:2]=2[NH:25][CH2:24][CH2:23][NH2:26])=[CH:14][CH:13]=[CH:12][CH:11]=3)[CH:7]=[CH:6][CH:5]=1. Given the reactants [Cl:1][C:2]1[C:3]2[C:8]([N:9]=[C:10]3[C:15]=1[CH:14]=[CH:13][CH:12]=[CH:11]3)=[CH:7][CH:6]=[CH:5][CH:4]=2.C1(O)C=CC=CC=1.[CH2:23]([NH2:26])[CH2:24][NH2:25], predict the reaction product. (2) Given the reactants [OH:1][CH2:2][CH:3]1[C:8](=O)[N:7]2[CH2:10][CH2:11][NH:12][CH2:13][CH:6]2[C:5](=O)[NH:4]1.B.C1COCC1.Cl, predict the reaction product. The product is: [CH2:5]1[NH:4][CH:3]([CH2:2][OH:1])[CH2:8][N:7]2[CH2:10][CH2:11][NH:12][CH2:13][CH:6]12.